This data is from Reaction yield outcomes from USPTO patents with 853,638 reactions. The task is: Predict the reaction yield, written as a fraction of the theoretical maximum amount of product (1.0 means a 100% yield; for example, 0.34 means a 34% yield). (1) The yield is 1.00. The reactants are Cl.[Cl:2][C:3]1[CH:8]=[CH:7][C:6]([NH:9][C:10]2[C:15]([CH:16]3OCC[O:17]3)=[N:14][CH:13]=[C:12]([N:21]3[C:25]([CH3:26])=[CH:24][C:23]([CH3:27])=[N:22]3)[N:11]=2)=[CH:5][CH:4]=1. The catalyst is CC(C)=O. The product is [Cl:2][C:3]1[CH:4]=[CH:5][C:6]([NH:9][C:10]2[C:15]([CH:16]=[O:17])=[N:14][CH:13]=[C:12]([N:21]3[C:25]([CH3:26])=[CH:24][C:23]([CH3:27])=[N:22]3)[N:11]=2)=[CH:7][CH:8]=1. (2) The reactants are [C:1]1([CH2:7][CH2:8][OH:9])[CH:6]=[CH:5][CH:4]=[CH:3][CH:2]=1.O.[C:11]([OH:15])(=[O:14])[CH:12]=O. The catalyst is C(O)(C(F)(F)F)=O. The product is [CH:12]1([C:11]([OH:15])=[O:14])[C:6]2[C:1](=[CH:2][CH:3]=[CH:4][CH:5]=2)[CH2:7][CH2:8][O:9]1. The yield is 0.740. (3) The reactants are [Br:1][C:2]1[CH:7]=[CH:6][C:5]([CH2:8][CH2:9][CH2:10][C:11]([NH:13][C:14]2[CH:15]=[CH:16][C:17]([S:30][CH2:31][CH3:32])=[C:18]([CH:29]=2)[CH2:19][N:20]([CH3:28])[C:21](=[O:27])[O:22][C:23]([CH3:26])([CH3:25])[CH3:24])=[O:12])=[CH:4][CH:3]=1.[C:33](C1C(N)=CC(CN(C)C(=O)[O-])=C(SC(C)C)C=1)(C)(C)C.BrC1C=CC(C(CC)C(O)=O)=CC=1. No catalyst specified. The product is [Br:1][C:2]1[CH:3]=[CH:4][C:5]([CH2:8][CH2:9][CH2:10][C:11]([NH:13][C:14]2[CH:15]=[CH:16][C:17]([S:30][CH:31]([CH3:33])[CH3:32])=[C:18]([CH:29]=2)[CH2:19][N:20]([CH3:28])[C:21](=[O:27])[O:22][C:23]([CH3:26])([CH3:25])[CH3:24])=[O:12])=[CH:6][CH:7]=1. The yield is 0.890. (4) The reactants are [Cl:1][C:2]1[CH:7]=[CH:6][C:5]([CH2:8][C:9]#[N:10])=[CH:4][C:3]=1[OH:11].C([O-])([O-])=O.[K+].[K+].[CH:18]1[CH:23]=[CH:22][C:21]([CH2:24]Br)=[CH:20][CH:19]=1. The catalyst is CC#N. The product is [CH2:24]([O:11][C:3]1[CH:4]=[C:5]([CH2:8][C:9]#[N:10])[CH:6]=[CH:7][C:2]=1[Cl:1])[C:21]1[CH:22]=[CH:23][CH:18]=[CH:19][CH:20]=1. The yield is 0.600. (5) The yield is 0.560. The reactants are Cl.[NH2:2][CH:3]([CH2:7][C:8]1[CH:13]=[CH:12][CH:11]=[CH:10][C:9]=1[Cl:14])[C:4]([OH:6])=O.C(N(CC)CC)C.[Cl:22][C:23]1[CH:34]=[C:27]2[C:28](OC(=O)[NH:32][C:26]2=[CH:25][CH:24]=1)=[O:29]. The product is [Cl:22][C:23]1[CH:24]=[CH:25][C:26]2[NH:32][C:4](=[O:6])[CH:3]([CH2:7][C:8]3[CH:13]=[CH:12][CH:11]=[CH:10][C:9]=3[Cl:14])[NH:2][C:28](=[O:29])[C:27]=2[CH:34]=1. The catalyst is C(#N)C.O. (6) The reactants are I[C:2]1[CH:9]=[CH:8][C:5]([C:6]#[N:7])=[CH:4][CH:3]=1.C([Mg]Cl)(C)C.[Sn:15](Cl)([CH2:24][CH2:25][CH2:26][CH3:27])([CH2:20][CH2:21][CH2:22][CH3:23])[CH2:16][CH2:17][CH2:18][CH3:19]. The catalyst is C1COCC1. The product is [CH2:24]([Sn:15]([CH2:16][CH2:17][CH2:18][CH3:19])([CH2:20][CH2:21][CH2:22][CH3:23])[C:2]1[CH:9]=[CH:8][C:5]([C:6]#[N:7])=[CH:4][CH:3]=1)[CH2:25][CH2:26][CH3:27]. The yield is 0.800. (7) The reactants are [NH2:1][C:2]1[C:3]2[C:10]([C:11]3[CH:16]=[CH:15][C:14]([O:17][C:18]4[CH:23]=[CH:22][CH:21]=[CH:20][CH:19]=4)=[CH:13][CH:12]=3)=[C:9](F)[N:8]([C@@H:25]3[CH2:29][CH2:28][N:27]([C:30]([O:32][C:33]([CH3:36])([CH3:35])[CH3:34])=[O:31])[CH2:26]3)[C:4]=2[N:5]=[CH:6][N:7]=1.[CH3:37][O:38][Na]. The catalyst is CO. The product is [NH2:1][C:2]1[C:3]2[C:10]([C:11]3[CH:16]=[CH:15][C:14]([O:17][C:18]4[CH:23]=[CH:22][CH:21]=[CH:20][CH:19]=4)=[CH:13][CH:12]=3)=[C:9]([O:38][CH3:37])[N:8]([C@@H:25]3[CH2:29][CH2:28][N:27]([C:30]([O:32][C:33]([CH3:36])([CH3:35])[CH3:34])=[O:31])[CH2:26]3)[C:4]=2[N:5]=[CH:6][N:7]=1. The yield is 0.900. (8) The reactants are [F-].C([N+](CCCC)(CCCC)CCCC)CCC.[C:19]([O:23][C:24](=[O:44])[NH:25][C@@H:26]1[CH2:34][C:33]2[C:28](=[CH:29][CH:30]=[CH:31][CH:32]=2)[C@H:27]1[CH2:35][O:36][Si](C(C)(C)C)(C)C)([CH3:22])([CH3:21])[CH3:20]. The catalyst is C1COCC1. The yield is 0.540. The product is [C:19]([O:23][C:24](=[O:44])[NH:25][C@@H:26]1[CH2:34][C:33]2[C:28](=[CH:29][CH:30]=[CH:31][CH:32]=2)[C@H:27]1[CH2:35][OH:36])([CH3:22])([CH3:20])[CH3:21]. (9) The reactants are [Cl:1][C:2]1[N:11]=[C:10](Cl)[C:9]2[C:4](=[CH:5][CH:6]=[CH:7][C:8]=2[CH3:13])[N:3]=1.[C:14]([NH:17][C@H:18]1[CH2:22][CH2:21][NH:20][CH2:19]1)(=[O:16])[CH3:15]. No catalyst specified. The product is [Cl:1][C:2]1[N:11]=[C:10]([N:20]2[CH2:21][CH2:22][C@H:18]([NH:17][C:14](=[O:16])[CH3:15])[CH2:19]2)[C:9]2[C:4](=[CH:5][CH:6]=[CH:7][C:8]=2[CH3:13])[N:3]=1. The yield is 0.590.